This data is from Catalyst prediction with 721,799 reactions and 888 catalyst types from USPTO. The task is: Predict which catalyst facilitates the given reaction. (1) Reactant: [Cl:1][CH2:2][C:3](Cl)=[O:4].[Br:6][C:7]1[CH:16]=[C:15]2[C:10]([C:11]([NH:18][CH2:19][CH:20]3[CH2:25][CH2:24][O:23][CH2:22][CH2:21]3)=[C:12]([NH2:17])[CH:13]=[N:14]2)=[CH:9][CH:8]=1. Product: [Br:6][C:7]1[CH:16]=[C:15]2[C:10]([C:11]([NH:18][CH2:19][CH:20]3[CH2:21][CH2:22][O:23][CH2:24][CH2:25]3)=[C:12]([NH:17][C:3](=[O:4])[CH2:2][Cl:1])[CH:13]=[N:14]2)=[CH:9][CH:8]=1. The catalyst class is: 4. (2) Reactant: [CH3:1][C:2]1([CH3:41])[CH2:11][CH:10]=[C:9]([C:12]2[CH:17]=[CH:16][CH:15]=[C:14]([O:18][Si](CC(CC)CC)(C)C)[CH:13]=2)[C:8]2[CH:7]=[C:6]([C:28]#[C:29][C:30]3[CH:40]=[CH:39][C:33]([C:34]([O:36][CH2:37][CH3:38])=[O:35])=[CH:32][CH:31]=3)[CH:5]=[CH:4][C:3]1=2.[F-].C([N+](CCCC)(CCCC)CCCC)CCC. Product: [CH3:41][C:2]1([CH3:1])[CH2:11][CH:10]=[C:9]([C:12]2[CH:17]=[CH:16][CH:15]=[C:14]([OH:18])[CH:13]=2)[C:8]2[CH:7]=[C:6]([C:28]#[C:29][C:30]3[CH:31]=[CH:32][C:33]([C:34]([O:36][CH2:37][CH3:38])=[O:35])=[CH:39][CH:40]=3)[CH:5]=[CH:4][C:3]1=2. The catalyst class is: 49. (3) Product: [Br:1][CH2:2][C@H:3]1[O:11][C:18](=[O:27])[CH2:17][C@H:4]1[OH:9]. Reactant: [Br:1][CH2:2][C@@H:3]([OH:11])[C@H:4]1[O:9]C(=O)C[C@H]1O.C(N([CH2:17][CH3:18])CC)C.CCCCCC.C(OCC)(=[O:27])C. The catalyst class is: 45. (4) Reactant: [I:1][C:2]1[C:3]2[CH:10]=[CH:9][NH:8][C:4]=2[N:5]=[CH:6][N:7]=1.[H-].[Na+].Cl[Si:14]([CH:21]([CH3:23])[CH3:22])([CH:18]([CH3:20])[CH3:19])[CH:15]([CH3:17])[CH3:16].O. Product: [I:1][C:2]1[C:3]2[CH:10]=[CH:9][N:8]([Si:14]([CH:21]([CH3:23])[CH3:22])([CH:18]([CH3:20])[CH3:19])[CH:15]([CH3:17])[CH3:16])[C:4]=2[N:5]=[CH:6][N:7]=1. The catalyst class is: 7.